Dataset: Full USPTO retrosynthesis dataset with 1.9M reactions from patents (1976-2016). Task: Predict the reactants needed to synthesize the given product. (1) Given the product [OH:13][C:14]1[CH:15]=[C:16]2[C:21](=[CH:22][CH:23]=1)[CH:20]=[C:19]([C:1]1[O:2][C:3]3[CH:9]=[C:8]([OH:10])[CH:7]=[CH:6][C:4]=3[N:5]=1)[CH:18]=[CH:17]2, predict the reactants needed to synthesize it. The reactants are: [CH3:1][O:2][C:3]1[CH:9]=[C:8]([O:10]C)[CH:7]=[CH:6][C:4]=1[NH2:5].C[O:13][C:14]1[CH:15]=[C:16]2[C:21](=[CH:22][CH:23]=1)[CH:20]=[C:19](C(O)=O)[CH:18]=[CH:17]2. (2) Given the product [Cl:1][C:2]1[CH:3]=[C:4]2[C:10]([C:11]3[N:16]=[C:15]([NH:31][CH:32]4[CH2:37][CH2:36][CH2:35][CH2:34][C:33]4([CH3:39])[OH:38])[C:14]([F:20])=[CH:13][N:12]=3)=[CH:9][N:8]([S:21]([C:24]3[CH:29]=[CH:28][C:27]([CH3:30])=[CH:26][CH:25]=3)(=[O:23])=[O:22])[C:5]2=[N:6][CH:7]=1, predict the reactants needed to synthesize it. The reactants are: [Cl:1][C:2]1[CH:3]=[C:4]2[C:10]([C:11]3[N:16]=[C:15](S(C)=O)[C:14]([F:20])=[CH:13][N:12]=3)=[CH:9][N:8]([S:21]([C:24]3[CH:29]=[CH:28][C:27]([CH3:30])=[CH:26][CH:25]=3)(=[O:23])=[O:22])[C:5]2=[N:6][CH:7]=1.[NH2:31][CH:32]1[CH2:37][CH2:36][CH2:35][CH2:34][C:33]1([CH3:39])[OH:38].CCN(C(C)C)C(C)C.[Na+].[Cl-].